From a dataset of NCI-60 drug combinations with 297,098 pairs across 59 cell lines. Regression. Given two drug SMILES strings and cell line genomic features, predict the synergy score measuring deviation from expected non-interaction effect. (1) Drug 1: CN1C(=O)N2C=NC(=C2N=N1)C(=O)N. Drug 2: C1CN1C2=NC(=NC(=N2)N3CC3)N4CC4. Cell line: NCI/ADR-RES. Synergy scores: CSS=48.6, Synergy_ZIP=2.55, Synergy_Bliss=1.17, Synergy_Loewe=-21.0, Synergy_HSA=-1.17. (2) Drug 1: CN(C)N=NC1=C(NC=N1)C(=O)N. Drug 2: CN1C2=C(C=C(C=C2)N(CCCl)CCCl)N=C1CCCC(=O)O.Cl. Cell line: RPMI-8226. Synergy scores: CSS=8.34, Synergy_ZIP=0.233, Synergy_Bliss=6.52, Synergy_Loewe=-2.95, Synergy_HSA=1.23. (3) Drug 1: CCN(CC)CCCC(C)NC1=C2C=C(C=CC2=NC3=C1C=CC(=C3)Cl)OC. Drug 2: C1CCC(C(C1)N)N.C(=O)(C(=O)[O-])[O-].[Pt+4]. Cell line: MCF7. Synergy scores: CSS=37.0, Synergy_ZIP=-11.2, Synergy_Bliss=-4.70, Synergy_Loewe=-2.53, Synergy_HSA=-0.892. (4) Cell line: NCI-H522. Drug 1: CC(CN1CC(=O)NC(=O)C1)N2CC(=O)NC(=O)C2. Drug 2: CC1C(C(CC(O1)OC2CC(CC3=C2C(=C4C(=C3O)C(=O)C5=C(C4=O)C(=CC=C5)OC)O)(C(=O)CO)O)N)O.Cl. Synergy scores: CSS=64.4, Synergy_ZIP=0.217, Synergy_Bliss=6.06, Synergy_Loewe=7.50, Synergy_HSA=8.63.